Dataset: Full USPTO retrosynthesis dataset with 1.9M reactions from patents (1976-2016). Task: Predict the reactants needed to synthesize the given product. Given the product [C:1]([C:3]1([CH2:9][O:10][C:11]2[C:23]([CH:24]3[CH2:26][CH2:25]3)=[CH:22][C:14]([C:15]([OH:17])=[O:16])=[C:13]([F:27])[CH:12]=2)[CH2:4][CH2:5][CH2:6][CH2:7][CH2:8]1)#[N:2], predict the reactants needed to synthesize it. The reactants are: [C:1]([C:3]1([CH2:9][O:10][C:11]2[C:23]([CH:24]3[CH2:26][CH2:25]3)=[CH:22][C:14]([C:15]([O:17]C(C)(C)C)=[O:16])=[C:13]([F:27])[CH:12]=2)[CH2:8][CH2:7][CH2:6][CH2:5][CH2:4]1)#[N:2].FC(F)(F)C(O)=O.